This data is from Reaction yield outcomes from USPTO patents with 853,638 reactions. The task is: Predict the reaction yield, written as a fraction of the theoretical maximum amount of product (1.0 means a 100% yield; for example, 0.34 means a 34% yield). (1) The reactants are [CH3:1][O:2][C:3](=[O:25])[C@H:4]([NH:14][C:15]([O:17][CH2:18][C:19]1[CH:24]=[CH:23][CH:22]=[CH:21][CH:20]=1)=[O:16])[CH2:5][C:6]1[CH:11]=[CH:10][C:9]([NH2:12])=[C:8]([NH2:13])[CH:7]=1.[C:26](O)(=O)[CH3:27].O.C(=O)(O)[O-].[Na+]. The catalyst is C(O)(=O)C. The product is [CH3:1][O:2][C:3](=[O:25])[C@H:4]([NH:14][C:15]([O:17][CH2:18][C:19]1[CH:24]=[CH:23][CH:22]=[CH:21][CH:20]=1)=[O:16])[CH2:5][C:6]1[CH:11]=[CH:10][C:9]2[NH:12][C:26]([CH3:27])=[N:13][C:8]=2[CH:7]=1. The yield is 0.950. (2) The reactants are [F:1][C:2]([F:16])([F:15])[O:3][C:4]1[CH:14]=[C:7]2[N:8]=[C:9]([CH3:13])[CH:10]=[C:11]([OH:12])[N:6]2[N:5]=1.C(=O)([O-])[O-].[K+].[K+].[Cl:23][C:24]1[CH:29]=[CH:28][C:27]([CH2:30]Cl)=[CH:26][N:25]=1.O. The catalyst is CN(C)C=O. The product is [Cl:23][C:24]1[N:25]=[CH:26][C:27]([CH2:30][N:8]2[C:9]([CH3:13])=[CH:10][C:11](=[O:12])[N:6]3[N:5]=[C:4]([O:3][C:2]([F:15])([F:1])[F:16])[CH:14]=[C:7]23)=[CH:28][CH:29]=1. The yield is 0.320. (3) The reactants are [I:1][C:2]1[CH:3]=[C:4]2[C:8](=[CH:9][CH:10]=1)[NH:7][C:6](=[O:11])[C:5]2=O.[N+:13]([C:16]1[CH:17]=[C:18]([CH:23]=[CH:24][CH:25]=1)[C:19]([NH:21][NH2:22])=[O:20])([O-:15])=[O:14]. The catalyst is C(O)(=O)C. The product is [I:1][C:2]1[CH:3]=[C:4]2[C:8](=[CH:9][CH:10]=1)[NH:7][C:6](=[O:11])[C:5]2=[N:22][NH:21][C:19](=[O:20])[C:18]1[CH:23]=[CH:24][CH:25]=[C:16]([N+:13]([O-:15])=[O:14])[CH:17]=1. The yield is 0.810. (4) The reactants are [CH3:1][O:2][CH:3]([C:7]1[CH:12]=[CH:11][C:10]([C:13]2[O:14][C:15]([CH3:18])=[N:16][N:17]=2)=[CH:9][CH:8]=1)[C:4]([OH:6])=O.C(N(C(C)C)CC)(C)C.COCCN(S(F)(F)F)CCOC.Cl.[CH3:42][NH:43][O:44][CH3:45]. The catalyst is C(Cl)Cl. The product is [CH3:45][O:44][N:43]([CH3:42])[C:4](=[O:6])[CH:3]([O:2][CH3:1])[C:7]1[CH:12]=[CH:11][C:10]([C:13]2[O:14][C:15]([CH3:18])=[N:16][N:17]=2)=[CH:9][CH:8]=1. The yield is 0.260. (5) The reactants are [CH2:1]([N:5]=[C:6]=[O:7])[CH2:2][CH2:3][CH3:4].[CH2:8]([NH2:12])[CH2:9][CH2:10][CH3:11].[C:13](Cl)(=[O:18])[CH2:14][C:15](Cl)=[O:16]. The catalyst is ClCCl. The product is [CH2:1]([N:5]1[C:15](=[O:16])[CH2:14][C:13](=[O:18])[N:12]([CH2:8][CH2:9][CH2:10][CH3:11])[C:6]1=[O:7])[CH2:2][CH2:3][CH3:4]. The yield is 0.270. (6) The reactants are Cl[C:2]1[N:7]=[C:6]([C:8]([NH2:10])=[O:9])[CH:5]=[C:4]([N:11]2[CH2:16][CH2:15][O:14][CH2:13][CH:12]2[CH2:17][OH:18])[N:3]=1.[F:19][C:20]1[CH:41]=[CH:40][C:23]([O:24][C:25]2[CH:30]=[CH:29][C:28](B3OC(C)(C)C(C)(C)O3)=[CH:27][CH:26]=2)=[CH:22][CH:21]=1.C([O-])([O-])=O.[Na+].[Na+]. The catalyst is O1CCOCC1.C1C=CC(P(C2C=CC=CC=2)[C-]2C=CC=C2)=CC=1.C1C=CC(P(C2C=CC=CC=2)[C-]2C=CC=C2)=CC=1.Cl[Pd]Cl.[Fe+2]. The product is [F:19][C:20]1[CH:41]=[CH:40][C:23]([O:24][C:25]2[CH:30]=[CH:29][C:28]([C:2]3[N:7]=[C:6]([C:8]([NH2:10])=[O:9])[CH:5]=[C:4]([N:11]4[CH2:16][CH2:15][O:14][CH2:13][CH:12]4[CH2:17][OH:18])[N:3]=3)=[CH:27][CH:26]=2)=[CH:22][CH:21]=1. The yield is 0.490. (7) The reactants are Br[C:2]1[CH:3]=[C:4]2[CH2:10][C:9]3([CH:15]4[CH2:16][CH2:17][N:12]([CH2:13][CH2:14]4)[CH2:11]3)[O:8][C:5]2=[N:6][CH:7]=1.[C:18]1(B(O)O)[CH:23]=[CH:22][CH:21]=[CH:20][CH:19]=1.COCCOC.C(=O)([O-])[O-].[Na+].[Na+]. The catalyst is C1C=CC([P]([Pd]([P](C2C=CC=CC=2)(C2C=CC=CC=2)C2C=CC=CC=2)([P](C2C=CC=CC=2)(C2C=CC=CC=2)C2C=CC=CC=2)[P](C2C=CC=CC=2)(C2C=CC=CC=2)C2C=CC=CC=2)(C2C=CC=CC=2)C2C=CC=CC=2)=CC=1.C(O)C. The product is [C:18]1([C:2]2[CH:3]=[C:4]3[CH2:10][C:9]4([CH:15]5[CH2:16][CH2:17][N:12]([CH2:13][CH2:14]5)[CH2:11]4)[O:8][C:5]3=[N:6][CH:7]=2)[CH:23]=[CH:22][CH:21]=[CH:20][CH:19]=1. The yield is 0.680. (8) The reactants are [CH3:1][O:2][C:3]1[CH:27]=[C:26]([O:28][CH3:29])[CH:25]=[C:24]([O:30][CH3:31])[C:4]=1/[CH:5]=[CH:6]/[S:7]([CH2:10][C:11]1[CH:12]=[CH:13][C:14]([O:22][CH3:23])=[C:15]([NH:17][CH2:18][C:19]([OH:21])=[O:20])[CH:16]=1)(=[O:9])=[O:8].[OH-].[Na+:33]. The catalyst is C(O)C. The product is [Na+:33].[CH3:1][O:2][C:3]1[CH:27]=[C:26]([O:28][CH3:29])[CH:25]=[C:24]([O:30][CH3:31])[C:4]=1/[CH:5]=[CH:6]/[S:7]([CH2:10][C:11]1[CH:12]=[CH:13][C:14]([O:22][CH3:23])=[C:15]([NH:17][CH2:18][C:19]([O-:21])=[O:20])[CH:16]=1)(=[O:8])=[O:9]. The yield is 0.840.